From a dataset of Full USPTO retrosynthesis dataset with 1.9M reactions from patents (1976-2016). Predict the reactants needed to synthesize the given product. (1) Given the product [Br:1][C:2]1[C:3]([CH3:20])=[CH:4][C:5]([O:6][CH2:7][CH2:8][CH2:9][N:11]2[CH2:14][C:13]([F:16])([F:15])[CH2:12]2)=[CH:17][C:18]=1[CH3:19], predict the reactants needed to synthesize it. The reactants are: [Br:1][C:2]1[C:18]([CH3:19])=[CH:17][C:5]([O:6][CH2:7][CH2:8][C:9]([N:11]2[CH2:14][C:13]([F:16])([F:15])[CH2:12]2)=O)=[CH:4][C:3]=1[CH3:20].B.C1COCC1. (2) Given the product [Cl:1][C:2]1[CH:7]=[CH:6][C:5]([C:8]2[C:12]([C:13]3[CH:18]=[CH:17][N:16]=[C:15]([NH:19][C:20]4[CH:21]=[CH:22][C:23]([C:24]([N:67]5[CH2:68][CH2:69][N:64]([CH3:63])[CH2:65][CH2:66]5)=[O:26])=[CH:27][CH:28]=4)[N:14]=3)=[CH:11][NH:10][N:9]=2)=[CH:4][CH:3]=1, predict the reactants needed to synthesize it. The reactants are: [Cl:1][C:2]1[CH:7]=[CH:6][C:5]([C:8]2[C:12]([C:13]3[CH:18]=[CH:17][N:16]=[C:15]([NH:19][C:20]4[CH:28]=[CH:27][C:23]([C:24]([OH:26])=O)=[CH:22][CH:21]=4)[N:14]=3)=[CH:11][NH:10][N:9]=2)=[CH:4][CH:3]=1.CN1CCOCC1.F[P-](F)(F)(F)(F)F.N1(O[P+](N(C)C)(N(C)C)N(C)C)C2C=CC=CC=2N=N1.[CH3:63][N:64]1[CH2:69][CH2:68][NH:67][CH2:66][CH2:65]1.C([O-])(O)=O.[Na+]. (3) Given the product [C:23]([N:27]1[C:31]([C:32]([NH:2][C:3]2[CH:4]=[CH:5][C:6]([CH3:22])=[C:7]([NH:9][C:10]([C:12]3[CH:13]=[C:14]4[C:19](=[CH:20][CH:21]=3)[N:18]=[CH:17][CH:16]=[N:15]4)=[O:11])[CH:8]=2)=[O:33])=[CH:30][C:29]([CH3:35])=[N:28]1)([CH3:26])([CH3:25])[CH3:24], predict the reactants needed to synthesize it. The reactants are: Cl.[NH2:2][C:3]1[CH:4]=[CH:5][C:6]([CH3:22])=[C:7]([NH:9][C:10]([C:12]2[CH:13]=[C:14]3[C:19](=[CH:20][CH:21]=2)[N:18]=[CH:17][CH:16]=[N:15]3)=[O:11])[CH:8]=1.[C:23]([N:27]1[C:31]([C:32](Cl)=[O:33])=[CH:30][C:29]([CH3:35])=[N:28]1)([CH3:26])([CH3:25])[CH3:24].C(N(CC)CC)C. (4) Given the product [C:1]([C:5]1[CH:9]=[C:8]([NH:28][C:56]([NH:50][C:33]2[CH:34]=[CH:35][C:36]([O:38][C:39]3[CH:44]=[CH:43][N:42]=[C:41]([C:45]4[O:46][CH:47]=[CH:48][N:49]=4)[CH:40]=3)=[CH:37][C:32]=2[F:31])=[O:51])[N:7]([CH3:13])[N:6]=1)([CH3:2])([CH3:3])[CH3:4], predict the reactants needed to synthesize it. The reactants are: [C:1]([C:5]1[CH:9]=[C:8](C(O)=O)[N:7]([CH3:13])[N:6]=1)([CH3:4])([CH3:3])[CH3:2].C1C=CC(P([N:28]=[N+]=[N-])(C2C=CC=CC=2)=O)=CC=1.[F:31][C:32]1[CH:37]=[C:36]([O:38][C:39]2[CH:44]=[CH:43][N:42]=[C:41]([C:45]3[O:46][CH:47]=[CH:48][N:49]=3)[CH:40]=2)[CH:35]=[CH:34][C:33]=1[NH2:50].[O:51]1[CH2:56]COCC1. (5) Given the product [C:21]1([CH:19]2[CH2:20][N:16]([CH2:15][C:13]3[CH:12]=[N:11][NH:10][CH:14]=3)[C:17](=[O:30])[CH2:18]2)[CH:22]=[CH:23][CH:24]=[CH:25][CH:26]=1, predict the reactants needed to synthesize it. The reactants are: N.[Na].C([N:10]1[CH:14]=[C:13]([CH2:15][N:16]2[CH2:20][CH:19]([C:21]3[CH:26]=[C:25](F)[CH:24]=[C:23](F)[C:22]=3F)[CH2:18][C:17]2=[O:30])[CH:12]=[N:11]1)C1C=CC=CC=1.[NH4+].[Cl-]. (6) Given the product [Cl:24][C:25]1[CH:37]=[CH:36][C:28]([O:29][CH:30]2[CH2:31][CH2:32][N:33]([C:21](=[O:23])[CH2:20][N:3]3[CH2:4][CH2:5][CH2:6][C:7]([C:14]4[CH:19]=[CH:18][CH:17]=[CH:16][CH:15]=4)([C:8]4[CH:13]=[CH:12][CH:11]=[CH:10][CH:9]=4)[C:2]3=[O:1])[CH2:34][CH2:35]2)=[CH:27][CH:26]=1, predict the reactants needed to synthesize it. The reactants are: [O:1]=[C:2]1[C:7]([C:14]2[CH:19]=[CH:18][CH:17]=[CH:16][CH:15]=2)([C:8]2[CH:13]=[CH:12][CH:11]=[CH:10][CH:9]=2)[CH2:6][CH2:5][CH2:4][N:3]1[CH2:20][C:21]([OH:23])=O.[Cl:24][C:25]1[CH:37]=[CH:36][C:28]([O:29][CH:30]2[CH2:35][CH2:34][NH:33][CH2:32][CH2:31]2)=[CH:27][CH:26]=1.C(N=C=NCCCN(C)C)C. (7) Given the product [N:58]1[CH:57]=[C:56]([C:59]2[CH:68]=[C:67]([C:69]([OH:71])=[O:70])[C:66]3[C:61](=[CH:62][CH:63]=[CH:64][CH:65]=3)[N:60]=2)[CH:55]=[N:50][CH:53]=1, predict the reactants needed to synthesize it. The reactants are: ClC1C=C(C(O)=O)C2C(=CC=CC=2)N=1.N1C=C(B(O)O)C=NC=1.CN1CCN(C2N=CC=CC=2B2OC(C)(C)C(C)(C)O2)CC1.CN1CC[N:50]([C:53]2[N:58]=[CH:57][C:56]([C:59]3[CH:68]=[C:67]([C:69]([OH:71])=[O:70])[C:66]4[C:61](=[CH:62][CH:63]=[CH:64][CH:65]=4)[N:60]=3)=[CH:55]C=2)CC1. (8) Given the product [N:1]1([C:5]2[N:10]=[CH:9][C:8]([C:11]3([OH:21])[CH2:12][CH2:13][C:14](=[O:15])[CH2:19][CH2:20]3)=[CH:7][CH:6]=2)[CH2:4][CH2:3][CH2:2]1, predict the reactants needed to synthesize it. The reactants are: [N:1]1([C:5]2[N:10]=[CH:9][C:8]([C:11]3([OH:21])[CH2:20][CH2:19][C:14]4(OCC[O:15]4)[CH2:13][CH2:12]3)=[CH:7][CH:6]=2)[CH2:4][CH2:3][CH2:2]1.Cl.[OH-].[Na+]. (9) Given the product [CH2:1]([O:3][C:4](=[O:22])[CH2:5][O:6][C:7]1[CH:12]=[CH:11][C:10]([Br:13])=[CH:9][C:8]=1[C:14](=[O:21])[C:15]#[CH:16])[CH3:2], predict the reactants needed to synthesize it. The reactants are: [CH2:1]([O:3][C:4](=[O:22])[CH2:5][O:6][C:7]1[CH:12]=[CH:11][C:10]([Br:13])=[CH:9][C:8]=1[C:14](=[O:21])[C:15]#[C:16][Si](C)(C)C)[CH3:2].CCOCC.Cl.